From a dataset of Forward reaction prediction with 1.9M reactions from USPTO patents (1976-2016). Predict the product of the given reaction. (1) Given the reactants [NH2:1][C@@H:2]([CH2:6][C:7]1[CH:12]=[CH:11][N:10]=[CH:9][CH:8]=1)[C:3]([OH:5])=[O:4].Cl, predict the reaction product. The product is: [NH2:1][C@@H:2]([CH2:6][CH:7]1[CH2:8][CH2:9][NH:10][CH2:11][CH2:12]1)[C:3]([OH:5])=[O:4]. (2) Given the reactants [F:1][C:2]1[CH:3]=[C:4]([C:8]2[N:13]=[C:12]([C:14]#[N:15])[CH:11]=[CH:10][C:9]=2[CH3:16])[CH:5]=[CH:6][CH:7]=1.FC(F)(F)C(OC(=O)C(F)(F)F)=[O:20].C([O-])([O-])=O.C([O-])([O-])=O.OO.OO.OO.[Na+].[Na+].[Na+].[Na+].C(=O)([O-])O.[Na+], predict the reaction product. The product is: [F:1][C:2]1[CH:3]=[C:4]([C:8]2[C:9]([CH3:16])=[CH:10][CH:11]=[C:12]([C:14]#[N:15])[N+:13]=2[O-:20])[CH:5]=[CH:6][CH:7]=1. (3) Given the reactants [Cl:1][C:2]1[C:3]([N+:13]([O-:15])=[O:14])=[C:4]2[C:9](=[CH:10][CH:11]=1)[C:8](=[O:12])O[CH:6]=[CH:5]2.[NH2:16][C@H:17]([CH3:20])[CH2:18][OH:19].C(N(CC)CC)C.CO, predict the reaction product. The product is: [Cl:1][C:2]1[C:3]([N+:13]([O-:15])=[O:14])=[C:4]2[C:9](=[CH:10][CH:11]=1)[C:8](=[O:12])[N:16]([C@H:17]([CH3:20])[CH2:18][OH:19])[CH:6]=[CH:5]2. (4) Given the reactants Br[C:2]1[CH:10]=[C:9]2[C:5]([C:6]([C:20]([C:26]3[CH:27]=[C:28]4[C:32](=[CH:33][CH:34]=3)[N:31]([C:35]3[CH:40]=[CH:39][C:38]([F:41])=[CH:37][CH:36]=3)[N:30]=[CH:29]4)([OH:25])[C:21]([F:24])([F:23])[F:22])=[CH:7][N:8]2[CH2:11][C:12]2[CH:17]=[CH:16][C:15]([O:18][CH3:19])=[CH:14][CH:13]=2)=[CH:4][CH:3]=1.[CH2:42]([Sn](CCCC)(CCCC)C=C)[CH2:43]CC, predict the reaction product. The product is: [F:24][C:21]([F:22])([F:23])[C:20]([C:26]1[CH:27]=[C:28]2[C:32](=[CH:33][CH:34]=1)[N:31]([C:35]1[CH:40]=[CH:39][C:38]([F:41])=[CH:37][CH:36]=1)[N:30]=[CH:29]2)([C:6]1[C:5]2[C:9](=[CH:10][C:2]([CH:42]=[CH2:43])=[CH:3][CH:4]=2)[N:8]([CH2:11][C:12]2[CH:13]=[CH:14][C:15]([O:18][CH3:19])=[CH:16][CH:17]=2)[CH:7]=1)[OH:25]. (5) The product is: [Br:17][C:18]1[CH:19]=[CH:20][C:21]([N:26]([CH2:30][CH:31]([CH3:32])[CH3:33])[CH2:27][CH2:28][CH3:29])=[C:22](/[CH:23]=[CH:11]/[C:12]([O:14][CH2:15][CH3:16])=[O:13])[CH:25]=1. Given the reactants [H-].[Na+].C(OP([CH2:11][C:12]([O:14][CH2:15][CH3:16])=[O:13])(OCC)=O)C.[Br:17][C:18]1[CH:19]=[CH:20][C:21]([N:26]([CH2:30][CH:31]([CH3:33])[CH3:32])[CH2:27][CH2:28][CH3:29])=[C:22]([CH:25]=1)[CH:23]=O.O, predict the reaction product.